This data is from Catalyst prediction with 721,799 reactions and 888 catalyst types from USPTO. The task is: Predict which catalyst facilitates the given reaction. (1) The catalyst class is: 1. Product: [CH2:16]([O:15][CH2:14][CH2:13][CH:10]1[CH2:11][CH2:12][C:7]2([O:6][CH2:5][CH2:4][O:3]2)[CH2:8][CH2:9]1)[C:17]1[CH:22]=[CH:21][CH:20]=[CH:19][CH:18]=1. Reactant: [H-].[Na+].[O:3]1[C:7]2([CH2:12][CH2:11][CH:10]([CH2:13][CH2:14][OH:15])[CH2:9][CH2:8]2)[O:6][CH2:5][CH2:4]1.[CH2:16](Br)[C:17]1[CH:22]=[CH:21][CH:20]=[CH:19][CH:18]=1. (2) Reactant: [F:1][C:2]1[CH:35]=[CH:34][C:5]([C:6](/[N:8]=[C:9]2\[NH:10][C:11]3[CH:26]=[CH:25][C:24]([CH2:27][N:28]4[CH2:33][CH2:32][O:31][CH2:30][CH2:29]4)=[CH:23][C:12]=3[N:13]\2[C@@H:14]2[CH2:19][CH2:18][C@H:17]([C:20](Cl)=[O:21])[CH2:16][CH2:15]2)=[O:7])=[CH:4][CH:3]=1.[NH3:36]. Product: [C:20]([C@@H:17]1[CH2:18][CH2:19][C@H:14]([N:13]2[C:12]3[CH:23]=[C:24]([CH2:27][N:28]4[CH2:33][CH2:32][O:31][CH2:30][CH2:29]4)[CH:25]=[CH:26][C:11]=3[NH:10]/[C:9]/2=[N:8]\[C:6](=[O:7])[C:5]2[CH:34]=[CH:35][C:2]([F:1])=[CH:3][CH:4]=2)[CH2:15][CH2:16]1)(=[O:21])[NH2:36].[F:1][C:2]1[CH:35]=[CH:34][C:5]([C:6](/[N:8]=[C:9]2\[NH:10][C:11]3[CH:26]=[CH:25][C:24]([CH2:27][N:28]4[CH2:33][CH2:32][O:31][CH2:30][CH2:29]4)=[CH:23][C:12]=3[N:13]\2[C@H:14]2[CH2:19][CH2:18][C@@H:17]([C:20](=[O:21])[NH:36][C:5]([CH3:34])([CH3:4])[CH2:6][OH:7])[CH2:16][CH2:15]2)=[O:7])=[CH:4][CH:3]=1. The catalyst class is: 5. (3) Reactant: [CH3:1][C:2]1[CH:3]=[CH:4][C:5]([N+:11]([O-:13])=[O:12])=[C:6]2[C:10]=1[NH:9][N:8]=[CH:7]2.[CH3:14][C:15]1[C:16]([N+:24]([O-:26])=[O:25])=[CH:17][CH:18]=[C:19]2[C:23]=1[NH:22][N:21]=[CH:20]2.[CH3:27][C:28]([O:31][C:32](O[C:35]([O:37][C:38]([CH3:41])([CH3:40])[CH3:39])=[O:36])=[O:33])([CH3:30])[CH3:29].C(N(CC)CC)C. Product: [CH3:14][C:15]1[C:23]2[C:19](=[CH:20][N:21]([C:32]([O:31][C:28]([CH3:30])([CH3:29])[CH3:27])=[O:33])[N:22]=2)[CH:18]=[CH:17][C:16]=1[N+:24]([O-:26])=[O:25].[CH3:1][C:2]1[C:10]2[C:6](=[CH:7][N:8]([C:35]([O:37][C:38]([CH3:39])([CH3:40])[CH3:41])=[O:36])[N:9]=2)[C:5]([N+:11]([O-:13])=[O:12])=[CH:4][CH:3]=1. The catalyst class is: 4. (4) Reactant: C([CH:8](C(OC(C)(C)C)=O)[C:9]([NH:11][C:12]1[CH:17]=[C:16]([NH2:18])[N:15]=[C:14]([N:19]2[CH2:24][CH2:23][O:22][CH2:21][CH2:20]2)[N:13]=1)=[O:10])(OC(C)(C)C)=O.FC(F)(F)C(O)=O. Product: [NH2:18][C:16]1[N:15]=[C:14]([N:19]2[CH2:24][CH2:23][O:22][CH2:21][CH2:20]2)[N:13]=[C:12]([NH:11][C:9](=[O:10])[CH3:8])[CH:17]=1. The catalyst class is: 2. (5) Reactant: [C:1]([C:5]1[CH:6]=[C:7]([NH:27][C:28]([NH:30][C@@H:31]2[C:40]3[C:35](=[CH:36][CH:37]=[CH:38][CH:39]=3)[C@H:34]([O:41][C:42]3[CH:43]=[CH:44][C:45]4[N:46]([C:48]([N:51]5[CH2:56][CH2:55][CH2:54][CH2:53][CH2:52]5)=[N:49][N:50]=4)[CH:47]=3)[CH2:33][CH2:32]2)=[O:29])[N:8]([C:10]2[CH:15]=[CH:14][C:13]([Cl:16])=[C:12]([O:17][CH2:18][CH2:19][O:20]C3CCCCO3)[CH:11]=2)[N:9]=1)([CH3:4])([CH3:3])[CH3:2].C1(C)C=CC(S([O-])(=O)=O)=CC=1.[NH+]1C=CC=CC=1. Product: [C:1]([C:5]1[CH:6]=[C:7]([NH:27][C:28]([NH:30][C@@H:31]2[C:40]3[C:35](=[CH:36][CH:37]=[CH:38][CH:39]=3)[C@H:34]([O:41][C:42]3[CH:43]=[CH:44][C:45]4[N:46]([C:48]([N:51]5[CH2:56][CH2:55][CH2:54][CH2:53][CH2:52]5)=[N:49][N:50]=4)[CH:47]=3)[CH2:33][CH2:32]2)=[O:29])[N:8]([C:10]2[CH:15]=[CH:14][C:13]([Cl:16])=[C:12]([O:17][CH2:18][CH2:19][OH:20])[CH:11]=2)[N:9]=1)([CH3:4])([CH3:2])[CH3:3]. The catalyst class is: 5. (6) Reactant: Cl[C:2]1[CH:11]=[CH:10][C:9]2[C:4](=[C:5]([C:12]3[CH:17]=[CH:16][C:15]([C:18]4[CH:19]=[N:20][N:21]([CH3:23])[CH:22]=4)=[CH:14][C:13]=3[F:24])[CH:6]=[N:7][CH:8]=2)[N:3]=1.[CH3:25][N:26](C=O)C. The catalyst class is: 380. Product: [F:24][C:13]1[CH:14]=[C:15]([C:18]2[CH:19]=[N:20][N:21]([CH3:23])[CH:22]=2)[CH:16]=[CH:17][C:12]=1[C:5]1[CH:6]=[N:7][CH:8]=[C:9]2[C:4]=1[N:3]=[C:2]([C:25]#[N:26])[CH:11]=[CH:10]2. (7) Reactant: N#N.[C:3]([Si:7]([CH3:26])([CH3:25])[O:8][CH:9]([C:11]1[O:12][C:13]([CH2:16][N:17]2[CH:21]=[CH:20][C:19]([N+:22]([O-])=O)=[N:18]2)=[CH:14][N:15]=1)[CH3:10])([CH3:6])([CH3:5])[CH3:4].[NH4+].[Cl-]. Product: [C:3]([Si:7]([CH3:26])([CH3:25])[O:8][CH:9]([C:11]1[O:12][C:13]([CH2:16][N:17]2[CH:21]=[CH:20][C:19]([NH2:22])=[N:18]2)=[CH:14][N:15]=1)[CH3:10])([CH3:6])([CH3:5])[CH3:4]. The catalyst class is: 314. (8) Reactant: [OH:1][C:2]1[C:3]([C:12]([O:14]C)=[O:13])=[N:4][CH:5]=[C:6]2[C:11]=1[N:10]=[CH:9][CH:8]=[CH:7]2.[OH-].[Li+].Cl. Product: [OH:1][C:2]1[C:3]([C:12]([OH:14])=[O:13])=[N:4][CH:5]=[C:6]2[C:11]=1[N:10]=[CH:9][CH:8]=[CH:7]2. The catalyst class is: 5. (9) Reactant: [CH3:1][C:2]1[N:3]=[C:4]([CH2:10][CH2:11][C:12]2[C:13]([C:18]3[CH:23]=[CH:22][CH:21]=[CH:20][CH:19]=3)=[N:14][O:15][C:16]=2[CH3:17])[S:5][C:6]=1[C:7](O)=[O:8].C(N1C=CN=C1)([N:26]1C=CN=C1)=O.[OH-].[NH4+]. Product: [CH3:1][C:2]1[N:3]=[C:4]([CH2:10][CH2:11][C:12]2[C:13]([C:18]3[CH:23]=[CH:22][CH:21]=[CH:20][CH:19]=3)=[N:14][O:15][C:16]=2[CH3:17])[S:5][C:6]=1[C:7]([NH2:26])=[O:8]. The catalyst class is: 3.